Dataset: Reaction yield outcomes from USPTO patents with 853,638 reactions. Task: Predict the reaction yield, written as a fraction of the theoretical maximum amount of product (1.0 means a 100% yield; for example, 0.34 means a 34% yield). The reactants are [Cl:1][C:2]1[CH:3]=[C:4]2[C:9](=[CH:10][CH:11]=1)[N:8]=[C:7]([CH2:12]Cl)[N:6]([C:14]1[CH:19]=[CH:18][CH:17]=[CH:16][C:15]=1[Cl:20])[C:5]2=[O:21].[N:22]1[C:30]([NH2:31])=[C:29]2[C:25]([N:26]=[CH:27][NH:28]2)=[N:24][CH:23]=1.C([O-])([O-])=O.[K+].[K+]. The catalyst is CN(C=O)C. The product is [NH2:31][C:30]1[N:22]=[CH:23][N:24]=[C:25]2[C:29]=1[N:28]=[CH:27][N:26]2[CH2:12][C:7]1[N:6]([C:14]2[CH:19]=[CH:18][CH:17]=[CH:16][C:15]=2[Cl:20])[C:5](=[O:21])[C:4]2[C:9](=[CH:10][CH:11]=[C:2]([Cl:1])[CH:3]=2)[N:8]=1. The yield is 0.390.